This data is from Catalyst prediction with 721,799 reactions and 888 catalyst types from USPTO. The task is: Predict which catalyst facilitates the given reaction. (1) Reactant: F[B-](F)(F)F.C[O+](C)C.[Cl:10][C:11]1[CH:16]2[CH:17]=[N:18][N:19]=[C:15]2[CH:14]=[C:13]([Cl:20])[N:12]=1.[CH2:21](N(C(C)C)C(C)C)C. Product: [Cl:10][C:11]1[C:16]2=[CH:17][N:18]([CH3:21])[N:19]=[C:15]2[CH:14]=[C:13]([Cl:20])[N:12]=1. The catalyst class is: 34. (2) Product: [Br:1][C:2]1[C:3]2[C:4]3[N:13]([CH2:14][CH:15]([CH3:17])[CH3:16])[CH:18]=[N:12][C:5]=3[CH:6]=[N:7][C:8]=2[CH:9]=[CH:10][CH:11]=1. Reactant: [Br:1][C:2]1[CH:11]=[CH:10][CH:9]=[C:8]2[C:3]=1[C:4]([NH:13][CH2:14][CH:15]([CH3:17])[CH3:16])=[C:5]([NH2:12])[CH:6]=[N:7]2.[CH:18](OCC)(OCC)OCC.Cl.N1C=CC=CC=1. The catalyst class is: 10. (3) Reactant: N#N.Cl[C:4]1[N:5]=[N+:6]([O-:19])[C:7]2[CH:13]=[C:12]([O:14][CH2:15][CH2:16][O:17][CH3:18])[CH:11]=[CH:10][C:8]=2[N:9]=1.[CH2:20]([Sn](CC)(CC)CC)[CH3:21]. Product: [CH2:20]([C:4]1[N:5]=[N+:6]([O-:19])[C:7]2[CH:13]=[C:12]([O:14][CH2:15][CH2:16][O:17][CH3:18])[CH:11]=[CH:10][C:8]=2[N:9]=1)[CH3:21]. The catalyst class is: 128.